This data is from Full USPTO retrosynthesis dataset with 1.9M reactions from patents (1976-2016). The task is: Predict the reactants needed to synthesize the given product. (1) Given the product [CH3:1][C:2]1([CH3:20])[NH:6][C:5](=[O:7])[N:4]([C:8]2[CH:13]=[CH:12][C:11]([S:14][C:15]([F:18])([F:17])[F:16])=[C:10]([N+:21]([O-:23])=[O:22])[CH:9]=2)[C:3]1=[O:19], predict the reactants needed to synthesize it. The reactants are: [CH3:1][C:2]1([CH3:20])[NH:6][C:5](=[O:7])[N:4]([C:8]2[CH:13]=[CH:12][C:11]([S:14][C:15]([F:18])([F:17])[F:16])=[CH:10][CH:9]=2)[C:3]1=[O:19].[N+:21]([O-])([OH:23])=[O:22].N. (2) Given the product [C:1]12([C:11]3[C:12]([O:20][CH2:21][C:22]4[CH:27]=[CH:26][CH:25]=[CH:24][CH:23]=4)=[CH:13][C:14]([O:18][CH3:19])=[C:15]([Br:17])[CH:16]=3)[CH2:2][CH:3]3[CH2:9][CH:7]([CH2:6][CH:5]([CH2:4]3)[CH2:10]1)[CH2:8]2, predict the reactants needed to synthesize it. The reactants are: [C:1]12([C:11]3[CH:16]=[C:15]([Br:17])[C:14]([O:18][CH3:19])=[CH:13][C:12]=3[OH:20])[CH2:10][CH:5]3[CH2:6][CH:7]([CH2:9][CH:3]([CH2:4]3)[CH2:2]1)[CH2:8]2.[CH2:21](Br)[C:22]1[CH:27]=[CH:26][CH:25]=[CH:24][CH:23]=1.C([O-])([O-])=O.[K+].[K+]. (3) Given the product [NH2:10][C:11]1[CH:16]=[CH:15][C:14]([C:17](=[O:18])[C:19]2[CH:24]=[CH:23][C:22]([F:25])=[CH:21][CH:20]=2)=[CH:13][C:12]=1[C:8]([C:4]1[CH:5]=[CH:6][CH:7]=[C:2]([Cl:1])[CH:3]=1)=[O:9], predict the reactants needed to synthesize it. The reactants are: [Cl:1][C:2]1[CH:3]=[C:4]([C:8]2[O:9][N:10]=[C:11]3[CH:16]=[CH:15][C:14]([C:17]([C:19]4[CH:24]=[CH:23][C:22]([F:25])=[CH:21][CH:20]=4)=[O:18])=[CH:13][C:12]=23)[CH:5]=[CH:6][CH:7]=1. (4) The reactants are: [Si]([O:8][CH2:9][CH2:10][O:11][NH:12][C:13](=[O:38])[C:14]1[CH:19]=[C:18]([CH:20]=[N:21][O:22][CH2:23][CH:24]([OH:26])[CH3:25])[C:17]([F:27])=[C:16]([F:28])[C:15]=1[NH:29][C:30]1[CH:35]=[CH:34][C:33]([I:36])=[CH:32][C:31]=1[F:37])(C(C)(C)C)(C)C.[F-].C([N+](CCCC)(CCCC)CCCC)CCC. Given the product [F:28][C:16]1[C:15]([NH:29][C:30]2[CH:35]=[CH:34][C:33]([I:36])=[CH:32][C:31]=2[F:37])=[C:14]([CH:19]=[C:18](/[CH:20]=[N:21]/[O:22][CH2:23][CH:24]([OH:26])[CH3:25])[C:17]=1[F:27])[C:13]([NH:12][O:11][CH2:10][CH2:9][OH:8])=[O:38], predict the reactants needed to synthesize it. (5) Given the product [CH2:1]([CH:8]([N:16]1[C:38](=[O:39])[C:35]2[C:36]3[C:37]4[C:32](=[CH:33][CH:34]=2)[C:31]2[C:40]5[C:27]([C:28]([B:42]6[O:46][C:45]([CH3:48])([CH3:47])[C:44]([CH3:50])([CH3:49])[O:43]6)=[CH:29][CH:30]=2)=[CH:26][CH:25]=[CH:24][C:23]=5[C:22]=4[CH:21]=[CH:20][C:19]=3[C:17]1=[O:18])[CH2:9][CH2:10][CH2:11][CH2:12][CH2:13][CH2:14][CH3:15])[CH2:2][CH2:3][CH2:4][CH2:5][CH2:6][CH3:7], predict the reactants needed to synthesize it. The reactants are: [CH2:1]([CH:8]([N:16]1[C:38](=[O:39])[C:35]2[C:36]3[C:37]4[C:32](=[CH:33][CH:34]=2)[C:31]2[C:40]5[C:27]([C:28](Br)=[CH:29][CH:30]=2)=[CH:26][CH:25]=[CH:24][C:23]=5[C:22]=4[CH:21]=[CH:20][C:19]=3[C:17]1=[O:18])[CH2:9][CH2:10][CH2:11][CH2:12][CH2:13][CH2:14][CH3:15])[CH2:2][CH2:3][CH2:4][CH2:5][CH2:6][CH3:7].[B:42]1([B:42]2[O:46][C:45]([CH3:48])([CH3:47])[C:44]([CH3:50])([CH3:49])[O:43]2)[O:46][C:45]([CH3:48])([CH3:47])[C:44]([CH3:50])([CH3:49])[O:43]1.C([O-])(=O)C.[K+]. (6) Given the product [CH3:13][O:14][CH2:15][N:1]1[CH:5]=[C:4]([C@H:6]2[CH2:11][CH2:10][CH2:9][CH2:8][C@@H:7]2[OH:12])[CH:3]=[N:2]1, predict the reactants needed to synthesize it. The reactants are: [NH:1]1[CH:5]=[C:4]([C@H:6]2[CH2:11][CH2:10][CH2:9][CH2:8][C@@H:7]2[OH:12])[CH:3]=[N:2]1.[CH3:13][O:14][CH2:15]Cl.